Dataset: Peptide-MHC class II binding affinity with 134,281 pairs from IEDB. Task: Regression. Given a peptide amino acid sequence and an MHC pseudo amino acid sequence, predict their binding affinity value. This is MHC class II binding data. (1) The binding affinity (normalized) is 0.707. The peptide sequence is LVSKLYEVVPGILTE. The MHC is DRB1_1001 with pseudo-sequence DRB1_1001. (2) The peptide sequence is DTEVHNVWATQACVPTDPNP. The MHC is DRB1_0401 with pseudo-sequence DRB1_0401. The binding affinity (normalized) is 0.102. (3) The MHC is DRB1_0901 with pseudo-sequence DRB1_0901. The binding affinity (normalized) is 0.695. The peptide sequence is NALSMMPEAMTIVML. (4) The peptide sequence is YYKFLANVSTVLTGK. The MHC is DRB1_1001 with pseudo-sequence DRB1_1001. The binding affinity (normalized) is 0.922. (5) The peptide sequence is RHIVGKPCPKPHRLN. The MHC is DRB5_0101 with pseudo-sequence DRB5_0101. The binding affinity (normalized) is 0.376. (6) The peptide sequence is PDAEKIVAAVIEKKL. The MHC is DRB5_0101 with pseudo-sequence DRB5_0101. The binding affinity (normalized) is 0.585. (7) The peptide sequence is YDKFLANVATVLTGK. The MHC is DRB1_0404 with pseudo-sequence DRB1_0404. The binding affinity (normalized) is 0.750.